Regression. Given two drug SMILES strings and cell line genomic features, predict the synergy score measuring deviation from expected non-interaction effect. From a dataset of NCI-60 drug combinations with 297,098 pairs across 59 cell lines. (1) Drug 1: COC1=C(C=C2C(=C1)N=CN=C2NC3=CC(=C(C=C3)F)Cl)OCCCN4CCOCC4. Drug 2: CCC1(C2=C(COC1=O)C(=O)N3CC4=CC5=C(C=CC(=C5CN(C)C)O)N=C4C3=C2)O.Cl. Cell line: NCIH23. Synergy scores: CSS=22.6, Synergy_ZIP=3.97, Synergy_Bliss=3.78, Synergy_Loewe=5.66, Synergy_HSA=6.96. (2) Cell line: UO-31. Synergy scores: CSS=45.7, Synergy_ZIP=-6.93, Synergy_Bliss=-0.297, Synergy_Loewe=2.95, Synergy_HSA=5.20. Drug 1: CC=C1C(=O)NC(C(=O)OC2CC(=O)NC(C(=O)NC(CSSCCC=C2)C(=O)N1)C(C)C)C(C)C. Drug 2: C1=NC(=NC(=O)N1C2C(C(C(O2)CO)O)O)N. (3) Drug 1: CN1C(=O)N2C=NC(=C2N=N1)C(=O)N. Drug 2: COCCOC1=C(C=C2C(=C1)C(=NC=N2)NC3=CC=CC(=C3)C#C)OCCOC.Cl. Cell line: OVCAR-4. Synergy scores: CSS=0.813, Synergy_ZIP=-0.670, Synergy_Bliss=-1.36, Synergy_Loewe=-1.74, Synergy_HSA=-1.49. (4) Drug 1: CN(C(=O)NC(C=O)C(C(C(CO)O)O)O)N=O. Drug 2: CC1C(C(CC(O1)OC2CC(CC3=C2C(=C4C(=C3O)C(=O)C5=C(C4=O)C(=CC=C5)OC)O)(C(=O)CO)O)N)O.Cl. Synergy scores: CSS=47.8, Synergy_ZIP=-2.86, Synergy_Bliss=-5.70, Synergy_Loewe=-3.77, Synergy_HSA=-2.04. Cell line: LOX IMVI.